Dataset: Full USPTO retrosynthesis dataset with 1.9M reactions from patents (1976-2016). Task: Predict the reactants needed to synthesize the given product. (1) Given the product [CH3:1][C:2]1[C:6]([C:7]2[CH:12]=[C:11]([C:13]3[C:22]([CH3:23])=[CH:21][CH:20]=[C:19]4[C:14]=3[CH:15]=[CH:16][CH:17]=[N:18]4)[C:10]3[N:24]([CH2:25][CH3:26])[C:29](=[O:30])[NH:27][C:9]=3[CH:8]=2)=[C:5]([CH3:28])[O:4][N:3]=1, predict the reactants needed to synthesize it. The reactants are: [CH3:1][C:2]1[C:6]([C:7]2[CH:8]=[C:9]([NH2:27])[C:10]([NH:24][CH2:25][CH3:26])=[C:11]([C:13]3[C:22]([CH3:23])=[CH:21][CH:20]=[C:19]4[C:14]=3[CH:15]=[CH:16][CH:17]=[N:18]4)[CH:12]=2)=[C:5]([CH3:28])[O:4][N:3]=1.[C:29](N1C=CN=C1)(N1C=CN=C1)=[O:30].O1CCCC1. (2) Given the product [Br:1][C:2]1[CH:3]=[C:4]2[C:9](=[CH:10][CH:11]=1)[N:8]=[C:7]([Cl:19])[C:6]([O:13][CH2:14][CH3:15])=[C:24]2[Cl:26], predict the reactants needed to synthesize it. The reactants are: [Br:1][C:2]1[CH:3]=[C:4]2[C:9](=[CH:10][CH:11]=1)[NH:8][C:7](=O)[C:6]([O:13][CH2:14][CH3:15])=C2O.O=P(Cl)(Cl)[Cl:19].[OH-].[K+].[CH2:24]([Cl:26])Cl. (3) Given the product [C:13]([O:12][C:10]([NH:1][CH2:2][CH:3]([OH:7])[C:4]([OH:6])=[O:5])=[O:11])([CH3:16])([CH3:15])[CH3:14], predict the reactants needed to synthesize it. The reactants are: [NH2:1][CH2:2][CH:3]([OH:7])[C:4]([OH:6])=[O:5].[OH-].[Na+].[C:10](O[C:10]([O:12][C:13]([CH3:16])([CH3:15])[CH3:14])=[O:11])([O:12][C:13]([CH3:16])([CH3:15])[CH3:14])=[O:11]. (4) Given the product [CH3:19][C:9]1([CH3:20])[CH:8]([N:7]2[C:3]([CH:2]=[O:1])=[CH:4][N:5]=[CH:6]2)[C:17]2[C:12](=[CH:13][CH:14]=[CH:15][CH:16]=2)[C:11](=[O:18])[O:10]1, predict the reactants needed to synthesize it. The reactants are: [OH:1][CH2:2][C:3]1[N:7]([CH:8]2[C:17]3[C:12](=[CH:13][CH:14]=[CH:15][CH:16]=3)[C:11](=[O:18])[O:10][C:9]2([CH3:20])[CH3:19])[CH:6]=[N:5][CH:4]=1. (5) Given the product [F:13][C:2]([F:1])([C:6]1[CH:11]=[CH:10][C:9]([F:12])=[CH:8][N:7]=1)[C:3]([OH:5])=[O:4], predict the reactants needed to synthesize it. The reactants are: [F:1][C:2]([F:13])([C:6]1[CH:11]=[CH:10][C:9]([F:12])=[CH:8][N:7]=1)[C:3]([O-:5])=[O:4].[Na+].Cl. (6) Given the product [Cl:8][C:6]1[CH:5]=[CH:4][C:3]([CH3:9])=[C:2]([C:21]2[CH:22]=[CH:23][C:18]([C:17]([F:28])([F:27])[F:16])=[CH:19][CH:20]=2)[CH:7]=1, predict the reactants needed to synthesize it. The reactants are: Br[C:2]1[CH:7]=[C:6]([Cl:8])[CH:5]=[CH:4][C:3]=1[CH3:9].C([O-])([O-])=O.[Na+].[Na+].[F:16][C:17]([F:28])([F:27])[C:18]1[CH:23]=[CH:22][C:21](B(O)O)=[CH:20][CH:19]=1.